Task: Predict the reaction yield, written as a fraction of the theoretical maximum amount of product (1.0 means a 100% yield; for example, 0.34 means a 34% yield).. Dataset: Reaction yield outcomes from USPTO patents with 853,638 reactions (1) The reactants are [N:1]([C@@:4]1([CH2:35][O:36][C:37](=[O:45])[C:38]2[CH:43]=[CH:42][CH:41]=[C:40]([Cl:44])[CH:39]=2)[C@@H:8]([O:9][C:10](=[O:17])[C:11]2[CH:16]=[CH:15][CH:14]=[CH:13][CH:12]=2)[C@@H:7]([O:18][C:19](=[O:26])[C:20]2[CH:25]=[CH:24][CH:23]=[CH:22][CH:21]=2)[C@H:6]([N:27]2[CH:32]=[CH:31][C:30](=O)[NH:29][C:28]2=[O:34])[O:5]1)=[N+:2]=[N-:3].[NH:46]1[CH:50]=[CH:49][N:48]=[CH:47]1.C(N(CC)CC)C.P(Cl)(Cl)(Cl)=O. The catalyst is CC1OCCC1.O. The product is [N:1]([C@@:4]1([CH2:35][O:36][C:37](=[O:45])[C:38]2[CH:43]=[CH:42][CH:41]=[C:40]([Cl:44])[CH:39]=2)[C@@H:8]([O:9][C:10](=[O:17])[C:11]2[CH:16]=[CH:15][CH:14]=[CH:13][CH:12]=2)[C@@H:7]([O:18][C:19](=[O:26])[C:20]2[CH:25]=[CH:24][CH:23]=[CH:22][CH:21]=2)[C@H:6]([N:27]2[CH:32]=[CH:31][C:30]([N:46]3[CH:50]=[CH:49][N:48]=[CH:47]3)=[N:29][C:28]2=[O:34])[O:5]1)=[N+:2]=[N-:3]. The yield is 0.908. (2) The reactants are Br[C:2]1[CH:3]=[N:4][C:5]([CH3:8])=[N:6][CH:7]=1.[C:9]([O:13][CH3:14])(=[O:12])[CH:10]=[CH2:11].C1(P(C2C=CC=CC=2)C2C=CC=CC=2)C=CC=CC=1.C(N(CC)CC)C. The catalyst is C([O-])(=O)C.[Pd+2].C([O-])(=O)C.O. The product is [CH3:14][O:13][C:9](=[O:12])[CH:10]=[CH:11][C:2]1[CH:3]=[N:4][C:5]([CH3:8])=[N:6][CH:7]=1. The yield is 0.168. (3) The reactants are [Cl:1][C:2]1[CH:7]=[CH:6][C:5]([S:8][CH2:9][C:10]2[N:15]=[CH:14][NH:13][C:12](=[O:16])[CH:11]=2)=[CH:4][CH:3]=1.Br[C:18]1[CH:29]=[CH:28][C:21]([O:22][CH2:23][C:24]([CH3:27])([OH:26])[CH3:25])=[C:20]([O:30][CH3:31])[CH:19]=1.CNCCNC.[O-]P([O-])([O-])=O.[K+].[K+].[K+]. The catalyst is O1CCOCC1.[Cu]I. The product is [Cl:1][C:2]1[CH:7]=[CH:6][C:5]([S:8][CH2:9][C:10]2[N:15]=[CH:14][N:13]([C:18]3[CH:29]=[CH:28][C:21]([O:22][CH2:23][C:24]([OH:26])([CH3:27])[CH3:25])=[C:20]([O:30][CH3:31])[CH:19]=3)[C:12](=[O:16])[CH:11]=2)=[CH:4][CH:3]=1. The yield is 0.0301. (4) The yield is 0.760. The catalyst is OS(O)(=O)=O. The product is [Br:1][C:2]1[CH:3]=[C:4]2[C:8](=[CH:9][C:10]=1[N+:11]([O-:13])=[O:12])[NH:7][CH2:6][CH2:5]2. The reactants are [Br:1][C:2]1[CH:3]=[C:4]2[C:8](=[CH:9][CH:10]=1)[NH:7][CH2:6][CH2:5]2.[N+:11]([O-])([O-:13])=[O:12].[K+].C([O-])([O-])=O.[Na+].[Na+]. (5) The reactants are [Cl:1][C:2]1[CH:7]=[CH:6][C:5]([S:8][C:9]2[CH:16]=[CH:15][C:12]([CH:13]=[O:14])=[CH:11][CH:10]=2)=[CH:4][CH:3]=1.ClC1C=C(C=CC=1)C(OO)=[O:22].[OH-].[K+]. The catalyst is C(Cl)Cl. The product is [Cl:1][C:2]1[CH:7]=[CH:6][C:5]([S:8]([C:9]2[CH:16]=[CH:15][C:12]([CH:13]=[O:14])=[CH:11][CH:10]=2)=[O:22])=[CH:4][CH:3]=1. The yield is 0.522. (6) The reactants are [S:1]1[CH:5]=[CH:4][C:3]2[C:6](=[O:10])[CH2:7][CH2:8][CH2:9][C:2]1=2.O.[Br:12]Br. The catalyst is C(O)(=O)C. The product is [Br:12][C:5]1[S:1][C:2]2[CH2:9][CH2:8][CH2:7][C:6](=[O:10])[C:3]=2[CH:4]=1. The yield is 0.450.